From a dataset of Full USPTO retrosynthesis dataset with 1.9M reactions from patents (1976-2016). Predict the reactants needed to synthesize the given product. Given the product [CH2:1]([O:3][C:4](=[O:18])[CH2:5][O:6][C:7]1[CH:12]=[CH:11][C:10]([CH2:13][CH2:14][CH2:15][O:16][S:31]([C:28]2[CH:29]=[CH:30][C:25]([CH3:45])=[CH:26][CH:27]=2)(=[O:33])=[O:32])=[CH:9][C:8]=1[CH3:17])[CH3:2], predict the reactants needed to synthesize it. The reactants are: [CH2:1]([O:3][C:4](=[O:18])[CH2:5][O:6][C:7]1[CH:12]=[CH:11][C:10]([CH2:13][CH2:14][CH2:15][OH:16])=[CH:9][C:8]=1[CH3:17])[CH3:2].N1C=CC=CC=1.[C:25]1([CH3:45])[CH:30]=[CH:29][C:28]([S:31](O[S:31]([C:28]2[CH:29]=[CH:30][C:25]([CH3:45])=[CH:26][CH:27]=2)(=[O:33])=[O:32])(=[O:33])=[O:32])=[CH:27][CH:26]=1.